This data is from Forward reaction prediction with 1.9M reactions from USPTO patents (1976-2016). The task is: Predict the product of the given reaction. (1) Given the reactants [C:1]([CH:4]1[C:8](=O)[CH:7]([C:10]2[CH:15]=[CH:14][C:13]([Cl:16])=[CH:12][CH:11]=2)[N:6]([C:17]2[CH:22]=[C:21]([CH3:23])[C:20](=[O:24])[N:19]([CH3:25])[CH:18]=2)[C:5]1=[O:26])(=O)[CH3:2].[CH:27]([NH:30][NH2:31])([CH3:29])[CH3:28], predict the reaction product. The product is: [Cl:16][C:13]1[CH:14]=[CH:15][C:10]([CH:7]2[C:8]3[N:30]([CH:27]([CH3:29])[CH3:28])[N:31]=[C:1]([CH3:2])[C:4]=3[C:5](=[O:26])[N:6]2[C:17]2[CH:22]=[C:21]([CH3:23])[C:20](=[O:24])[N:19]([CH3:25])[CH:18]=2)=[CH:11][CH:12]=1. (2) Given the reactants [CH2:1]([N:3]([C:31](=O)[C:32]1[CH:37]=[CH:36][C:35]([OH:38])=[C:34]([F:39])[CH:33]=1)[C:4]1[CH:9]=[C:8]([O:10][CH3:11])[C:7]([O:12][CH3:13])=[CH:6][C:5]=1[C@@H:14]1[CH2:23][CH2:22][C:21]2[CH:20]=[C:19]([O:24]C(=O)C(C)(C)C)[CH:18]=[CH:17][C:16]=2[CH2:15]1)[CH3:2].Cl[CH2:42][C:43]([N:45]([CH2:47][CH3:48])[CH3:46])=O, predict the reaction product. The product is: [CH2:1]([N:3]([CH2:31][C:32]1[CH:37]=[CH:36][C:35]([O:38][CH2:42][CH2:43][N:45]([CH2:47][CH3:48])[CH3:46])=[C:34]([F:39])[CH:33]=1)[C:4]1[CH:9]=[C:8]([O:10][CH3:11])[C:7]([O:12][CH3:13])=[CH:6][C:5]=1[C@@H:14]1[CH2:23][CH2:22][C:21]2[CH:20]=[C:19]([OH:24])[CH:18]=[CH:17][C:16]=2[CH2:15]1)[CH3:2]. (3) Given the reactants [N+:1]([C:4]1[CH:9]=[C:8]([O:10][C:11]2[CH:16]=[CH:15][N:14]=[C:13]3[NH:17][CH:18]=[CH:19][C:12]=23)[CH:7]=[CH:6][C:5]=1[OH:20])([O-])=O, predict the reaction product. The product is: [NH2:1][C:4]1[CH:9]=[C:8]([O:10][C:11]2[CH:16]=[CH:15][N:14]=[C:13]3[NH:17][CH:18]=[CH:19][C:12]=23)[CH:7]=[CH:6][C:5]=1[OH:20]. (4) Given the reactants [Br:1]N1C(=O)CCC1=O.[CH3:9][C:10]([CH3:21])([C:12](=[O:20])[CH2:13][C:14](=[O:19])[C:15]([CH3:18])([CH3:17])[CH3:16])[CH3:11], predict the reaction product. The product is: [Br:1][CH:13]([C:14](=[O:19])[C:15]([CH3:18])([CH3:17])[CH3:16])[C:12](=[O:20])[C:10]([CH3:21])([CH3:9])[CH3:11]. (5) Given the reactants [C:1]1([CH3:19])[CH:6]=[CH:5][C:4]([S:7]([N:10]2[CH2:15][CH2:14][S:13][CH2:12][C@H:11]2[C:16]([OH:18])=[O:17])(=[O:9])=[O:8])=[CH:3][CH:2]=1.[CH3:20][O:21][C:22]1[CH:29]=[CH:28][CH:27]=[CH:26][C:23]=1[CH2:24]O.C1CCC(N=C=NC2CCCCC2)CC1, predict the reaction product. The product is: [CH3:20][O:21][C:22]1[CH:29]=[CH:28][CH:27]=[CH:26][C:23]=1[CH2:24][O:17][C:16]([C@@H:11]1[CH2:12][S:13][CH2:14][CH2:15][N:10]1[S:7]([C:4]1[CH:3]=[CH:2][C:1]([CH3:19])=[CH:6][CH:5]=1)(=[O:9])=[O:8])=[O:18]. (6) The product is: [ClH:1].[NH2:24][CH:20]1[CH2:21][CH2:22][CH2:23][CH:18]([C:16]([N:15]([CH2:32][C:33]2[CH:38]=[CH:37][CH:36]=[CH:35][CH:34]=2)[CH2:8][C:9]2[CH:10]=[CH:11][CH:12]=[CH:13][CH:14]=2)=[O:17])[CH2:19]1. Given the reactants [ClH:1].O1CCOCC1.[CH2:8]([N:15]([CH2:32][C:33]1[CH:38]=[CH:37][CH:36]=[CH:35][CH:34]=1)[C:16]([CH:18]1[CH2:23][CH2:22][CH2:21][CH:20]([NH:24]C(OC(C)(C)C)=O)[CH2:19]1)=[O:17])[C:9]1[CH:14]=[CH:13][CH:12]=[CH:11][CH:10]=1, predict the reaction product. (7) Given the reactants [CH3:1][C:2]1[CH:3]=[N:4][CH:5]=[C:6]([CH3:17])[C:7]=1[C:8]1[C:13]([CH3:14])=[CH:12][C:11]([OH:15])=[CH:10][C:9]=1[CH3:16].[F:18][C:19]([F:32])([F:31])[S:20](O[S:20]([C:19]([F:32])([F:31])[F:18])(=[O:22])=[O:21])(=[O:22])=[O:21], predict the reaction product. The product is: [CH3:1][C:2]1[CH:3]=[N:4][CH:5]=[C:6]([CH3:17])[C:7]=1[C:8]1[C:13]([CH3:14])=[CH:12][C:11]([O:15][S:20]([C:19]([F:32])([F:31])[F:18])(=[O:22])=[O:21])=[CH:10][C:9]=1[CH3:16].